This data is from Full USPTO retrosynthesis dataset with 1.9M reactions from patents (1976-2016). The task is: Predict the reactants needed to synthesize the given product. (1) Given the product [CH2:1]([C:5]1([CH3:29])[C:14]2[C:9](=[CH:10][CH:11]=[CH:12][CH:13]=2)[C:8]([O-:15])=[C:7]([C:16]2[NH:21][C:20]3[CH:22]=[CH:23][CH:24]=[CH:25][C:19]=3[S:18](=[O:26])(=[O:27])[N:17]=2)[C:6]1=[O:28])[CH2:2][CH2:3][CH3:4].[Na+:31], predict the reactants needed to synthesize it. The reactants are: [CH2:1]([C:5]1([CH3:29])[C:14]2[C:9](=[CH:10][CH:11]=[CH:12][CH:13]=2)[C:8]([OH:15])=[C:7]([C:16]2[NH:21][C:20]3[CH:22]=[CH:23][CH:24]=[CH:25][C:19]=3[S:18](=[O:27])(=[O:26])[N:17]=2)[C:6]1=[O:28])[CH2:2][CH2:3][CH3:4].[OH-].[Na+:31]. (2) Given the product [O:40]1[C:36]2[CH:35]=[CH:34][C:33]([C:2]3[CH:7]=[CH:6][C:5]([N:8]4[C:12]([CH2:13][C@@H:14]5[CH2:18][CH2:17][N:16]([C:19]([CH:21]6[CH2:23][CH2:22]6)=[O:20])[CH2:15]5)=[N:11][NH:10][C:9]4=[O:24])=[CH:4][CH:3]=3)=[CH:41][C:37]=2[CH:38]=[CH:39]1, predict the reactants needed to synthesize it. The reactants are: Br[C:2]1[CH:7]=[CH:6][C:5]([N:8]2[C:12]([CH2:13][C@@H:14]3[CH2:18][CH2:17][N:16]([C:19]([CH:21]4[CH2:23][CH2:22]4)=[O:20])[CH2:15]3)=[N:11][NH:10][C:9]2=[O:24])=[CH:4][CH:3]=1.CC1(C)C(C)(C)OB([C:33]2[CH:34]=[CH:35][C:36]3[O:40][CH:39]=[CH:38][C:37]=3[CH:41]=2)O1.C(=O)([O-])[O-].[K+].[K+].